This data is from Reaction yield outcomes from USPTO patents with 853,638 reactions. The task is: Predict the reaction yield, written as a fraction of the theoretical maximum amount of product (1.0 means a 100% yield; for example, 0.34 means a 34% yield). (1) The reactants are CN(C)C1C2C(=CC=CC=2N(C)C)C=CC=1.C([N:24]1[CH2:30][CH2:29][C:28]2[CH:31]=[N:32][C:33]([CH2:35][C:36]3[CH:41]=[CH:40][CH:39]=[C:38]([Cl:42])[CH:37]=3)=[N:34][C:27]=2[CH2:26][CH2:25]1)C1C=CC=CC=1.ClC(OC(Cl)C)=O. The catalyst is ClCCl. The product is [Cl:42][C:38]1[CH:37]=[C:36]([CH:41]=[CH:40][CH:39]=1)[CH2:35][C:33]1[N:32]=[CH:31][C:28]2[CH2:29][CH2:30][NH:24][CH2:25][CH2:26][C:27]=2[N:34]=1. The yield is 0.180. (2) The reactants are [C:1]([O:5][C:6]([N:8]1[CH:13]2[CH2:14][CH2:15][CH:9]1[CH:10]=[C:11]([Sn](C)(C)C)[CH2:12]2)=[O:7])([CH3:4])([CH3:3])[CH3:2].Br[C:21]1[CH:22]=[C:23]([CH:32]=[CH:33][C:34]=1[F:35])[CH2:24][NH:25][C:26](=[O:31])[C:27]([F:30])([F:29])[F:28]. The catalyst is C1(C)C=CC=CC=1.C1C=CC([P]([Pd]([P](C2C=CC=CC=2)(C2C=CC=CC=2)C2C=CC=CC=2)([P](C2C=CC=CC=2)(C2C=CC=CC=2)C2C=CC=CC=2)[P](C2C=CC=CC=2)(C2C=CC=CC=2)C2C=CC=CC=2)(C2C=CC=CC=2)C2C=CC=CC=2)=CC=1. The product is [C:1]([O:5][C:6]([N:8]1[CH:13]2[CH2:14][CH2:15][CH:9]1[CH:10]=[C:11]([C:21]1[CH:22]=[C:23]([CH2:24][NH:25][C:26](=[O:31])[C:27]([F:30])([F:28])[F:29])[CH:32]=[CH:33][C:34]=1[F:35])[CH2:12]2)=[O:7])([CH3:4])([CH3:3])[CH3:2]. The yield is 0.690.